Dataset: Forward reaction prediction with 1.9M reactions from USPTO patents (1976-2016). Task: Predict the product of the given reaction. (1) The product is: [N:15]1([C:2]2[N:10]=[C:9]([C:11]([F:14])([F:13])[F:12])[CH:8]=[CH:7][C:3]=2[C:4]([OH:6])=[O:5])[CH2:19][CH2:18][CH2:17][CH2:16]1. Given the reactants Cl[C:2]1[N:10]=[C:9]([C:11]([F:14])([F:13])[F:12])[CH:8]=[CH:7][C:3]=1[C:4]([OH:6])=[O:5].[NH:15]1[CH2:19][CH2:18][CH2:17][CH2:16]1, predict the reaction product. (2) Given the reactants Br[C:2]1[CH:7]=[CH:6][CH:5]=[CH:4][C:3]=1[NH:8][C:9]([C:11]1[C:12](=[O:28])[N:13]([CH2:23][CH2:24][CH:25]2[CH2:27][CH2:26]2)[C:14]2[C:19]([C:20]=1[OH:21])=[CH:18][C:17]([F:22])=[CH:16][CH:15]=2)=[NH:10].[P:29]([O:36]CC)([O:33][CH2:34][CH3:35])[O:30][CH2:31][CH3:32], predict the reaction product. The product is: [CH2:31]([O:30][P:29]([C:2]1[CH:7]=[CH:6][CH:5]=[CH:4][C:3]=1[NH:8][C:9]([C:11]1[C:12](=[O:28])[N:13]([CH2:23][CH2:24][CH:25]2[CH2:27][CH2:26]2)[C:14]2[C:19]([C:20]=1[OH:21])=[CH:18][C:17]([F:22])=[CH:16][CH:15]=2)=[NH:10])([O:33][CH2:34][CH3:35])=[O:36])[CH3:32]. (3) Given the reactants I[C:2]1[C:7]2[O:8][CH2:9][O:10][C:6]=2[C:5]([NH:11][C:12](=[O:14])[CH3:13])=[CH:4][CH:3]=1.[C:15]([O-:18])(=[O:17])C.[K+].[CH3:20]O, predict the reaction product. The product is: [C:12]([NH:11][C:5]1[C:6]2[O:10][CH2:9][O:8][C:7]=2[C:2]([C:15]([O:18][CH3:20])=[O:17])=[CH:3][CH:4]=1)(=[O:14])[CH3:13]. (4) Given the reactants [CH2:1]([O:8][C:9]1[CH:14]=[CH:13][N:12]([C:15]2[CH:16]=[C:17]3[C:21](=[CH:22][CH:23]=2)[N:20]([CH2:24][CH2:25][N:26]2[CH2:31][CH2:30][CH2:29][CH2:28][CH2:27]2)[N:19]=[CH:18]3)[C:11](=[O:32])[CH:10]=1)[C:2]1[CH:7]=[CH:6][CH:5]=[CH:4][CH:3]=1.[ClH:33].C(OCC)C, predict the reaction product. The product is: [ClH:33].[CH2:1]([O:8][C:9]1[CH:14]=[CH:13][N:12]([C:15]2[CH:16]=[C:17]3[C:21](=[CH:22][CH:23]=2)[N:20]([CH2:24][CH2:25][N:26]2[CH2:31][CH2:30][CH2:29][CH2:28][CH2:27]2)[N:19]=[CH:18]3)[C:11](=[O:32])[CH:10]=1)[C:2]1[CH:7]=[CH:6][CH:5]=[CH:4][CH:3]=1. (5) Given the reactants [BH4-].[Li+].[CH2:3]([O:10][C:11]1[CH:12]=[C:13]([CH:18]=[CH:19][C:20]=1[I:21])[C:14](OC)=[O:15])[C:4]1[CH:9]=[CH:8][CH:7]=[CH:6][CH:5]=1, predict the reaction product. The product is: [CH2:3]([O:10][C:11]1[CH:12]=[C:13]([CH2:14][OH:15])[CH:18]=[CH:19][C:20]=1[I:21])[C:4]1[CH:5]=[CH:6][CH:7]=[CH:8][CH:9]=1. (6) Given the reactants [F-].C([N+](CCCC)(CCCC)CCCC)CCC.[CH:19]1([C:22]2[CH:27]=[C:26]([CH2:28][O:29][Si](C(C)C)(C(C)C)C(C)C)[N:25]=[C:24]([O:40][CH2:41][CH3:42])[C:23]=2[O:43][CH2:44][O:45][CH3:46])[CH2:21][CH2:20]1.C1COCC1.[Cl-].[NH4+], predict the reaction product. The product is: [CH:19]1([C:22]2[C:23]([O:43][CH2:44][O:45][CH3:46])=[C:24]([O:40][CH2:41][CH3:42])[N:25]=[C:26]([CH2:28][OH:29])[CH:27]=2)[CH2:20][CH2:21]1. (7) Given the reactants Br[CH2:2][C:3]1[N:4]([CH3:28])[C:5]2[C:10]([N:11]=1)=[C:9]([N:12]1[CH2:17][CH2:16][O:15][CH2:14][CH2:13]1)[N:8]=[C:7]([N:18]1[C:22]3[CH:23]=[CH:24][CH:25]=[CH:26][C:21]=3[N:20]=[C:19]1[CH3:27])[N:6]=2.[CH3:29][NH:30][CH2:31][CH:32]1[CH2:36][CH2:35][CH2:34][O:33]1, predict the reaction product. The product is: [CH3:29][N:30]([CH2:31][CH:32]1[CH2:36][CH2:35][CH2:34][O:33]1)[CH2:2][C:3]1[N:4]([CH3:28])[C:5]2[C:10]([N:11]=1)=[C:9]([N:12]1[CH2:17][CH2:16][O:15][CH2:14][CH2:13]1)[N:8]=[C:7]([N:18]1[C:22]3[CH:23]=[CH:24][CH:25]=[CH:26][C:21]=3[N:20]=[C:19]1[CH3:27])[N:6]=2.